This data is from Catalyst prediction with 721,799 reactions and 888 catalyst types from USPTO. The task is: Predict which catalyst facilitates the given reaction. (1) Reactant: [NH2:1][C:2]1[CH:7]=[CH:6][C:5]([C:8]2[CH:13]=[CH:12][C:11]([S:14]([NH:17][C@H:18]([C:22]([O:24]C)=[O:23])[CH:19]([CH3:21])[CH3:20])(=[O:16])=[O:15])=[CH:10][CH:9]=2)=[CH:4][CH:3]=1.[F:26][C:27]1[CH:28]=[C:29]([CH:33]=[CH:34][C:35]=1[F:36])[C:30](Cl)=[O:31].N1C=CC=CC=1. Product: [F:26][C:27]1[CH:28]=[C:29]([CH:33]=[CH:34][C:35]=1[F:36])[C:30]([NH:1][C:2]1[CH:7]=[CH:6][C:5]([C:8]2[CH:9]=[CH:10][C:11]([S:14]([NH:17][C@H:18]([C:22]([OH:24])=[O:23])[CH:19]([CH3:20])[CH3:21])(=[O:16])=[O:15])=[CH:12][CH:13]=2)=[CH:4][CH:3]=1)=[O:31]. The catalyst class is: 4. (2) Reactant: C(OC(=O)[NH:5][C:6]1[C:7]([N+:13]([O-:15])=[O:14])=[N:8][CH:9]=[C:10](Br)[CH:11]=1)C.[CH3:17][O-:18].[Na+].CO. Product: [CH3:17][O:18][C:10]1[CH:11]=[C:6]([NH2:5])[C:7]([N+:13]([O-:15])=[O:14])=[N:8][CH:9]=1. The catalyst class is: 5. (3) Reactant: [CH:1]([O:4][C:5]([N:7]1[CH2:12][CH2:11][C:10](=O)[CH2:9][CH2:8]1)=[O:6])([CH3:3])[CH3:2].[CH:14]1([NH2:17])[CH2:16][CH2:15]1.C(O)(=O)C.C(O[BH-](OC(=O)C)OC(=O)C)(=O)C.[Na+]. Product: [CH:1]([O:4][C:5]([N:7]1[CH2:12][CH2:11][CH:10]([NH:17][CH:14]2[CH2:16][CH2:15]2)[CH2:9][CH2:8]1)=[O:6])([CH3:3])[CH3:2]. The catalyst class is: 4. (4) Reactant: [C:1]1([S:7]([C:10]2[CH:11]=[CH:12][C:13]([C:19]([F:22])([F:21])[F:20])=[C:14]([N+:16]([O-])=O)[CH:15]=2)(=[O:9])=[O:8])[CH:6]=[CH:5][CH:4]=[CH:3][CH:2]=1.O.[Sn](Cl)Cl. Product: [C:1]1([S:7]([C:10]2[CH:11]=[CH:12][C:13]([C:19]([F:22])([F:20])[F:21])=[C:14]([CH:15]=2)[NH2:16])(=[O:8])=[O:9])[CH:2]=[CH:3][CH:4]=[CH:5][CH:6]=1. The catalyst class is: 5. (5) Reactant: [I:1][C:2]1[CH:10]=[CH:9][C:8]([Br:11])=[CH:7][C:3]=1[C:4](O)=[O:5].CSC. Product: [I:1][C:2]1[CH:10]=[CH:9][C:8]([Br:11])=[CH:7][C:3]=1[CH2:4][OH:5]. The catalyst class is: 1. (6) Reactant: [C:1]([Mg]Br)#[C:2][CH3:3].[CH3:6][C:7]([CH3:27])([CH3:26])[CH2:8][C:9](=[O:25])[C:10]([NH:12][C:13]1[CH:14]=[CH:15][C:16]2[C:21](=[O:22])[O:20][N:19]=[C:18]([CH3:23])[C:17]=2[CH:24]=1)=[O:11]. Product: [CH3:6][C:7]([CH3:27])([CH3:26])[CH2:8][C:9]([OH:25])([C:1]#[C:2][CH3:3])[C:10]([NH:12][C:13]1[CH:14]=[CH:15][C:16]2[C:21](=[O:22])[O:20][N:19]=[C:18]([CH3:23])[C:17]=2[CH:24]=1)=[O:11]. The catalyst class is: 1.